This data is from Full USPTO retrosynthesis dataset with 1.9M reactions from patents (1976-2016). The task is: Predict the reactants needed to synthesize the given product. (1) Given the product [F:12][C:9]1[CH:10]=[CH:11][C:6]([CH2:5][C:1]#[N:2])=[CH:7][C:8]=1[O:13][CH2:14][C:15]([F:18])([F:17])[F:16], predict the reactants needed to synthesize it. The reactants are: [C-:1]#[N:2].[K+].Br[CH2:5][C:6]1[CH:11]=[CH:10][C:9]([F:12])=[C:8]([O:13][CH2:14][C:15]([F:18])([F:17])[F:16])[CH:7]=1.O. (2) The reactants are: C(OC[O:10][C:11]1[CH:12]=[C:13]([CH:15]=[CH:16][C:17]=1[Cl:18])[NH2:14])C1C=CC=CC=1.FC(F)(F)S(O[C:25]1[C:33]2[C:28](=[CH:29][N:30]=[CH:31][CH:32]=2)[O:27][C:26]=1[C:34]1[N:39]=[CH:38][CH:37]=[CH:36][N:35]=1)(=O)=O. Given the product [Cl:18][C:17]1[CH:16]=[CH:15][C:13]([NH:14][C:25]2[C:33]3[C:28](=[CH:29][N:30]=[CH:31][CH:32]=3)[O:27][C:26]=2[C:34]2[N:39]=[CH:38][CH:37]=[CH:36][N:35]=2)=[CH:12][C:11]=1[OH:10], predict the reactants needed to synthesize it. (3) Given the product [Cl:1][C:2]1[CH:7]=[CH:6][N:5]=[C:4]2[N:8]([CH2:11][O:12][CH2:13][CH2:14][Si:15]([CH3:18])([CH3:17])[CH3:16])[C:9]([B:28]([OH:29])[OH:27])=[CH:10][C:3]=12, predict the reactants needed to synthesize it. The reactants are: [Cl:1][C:2]1[CH:7]=[CH:6][N:5]=[C:4]2[N:8]([CH2:11][O:12][CH2:13][CH2:14][Si:15]([CH3:18])([CH3:17])[CH3:16])[CH:9]=[CH:10][C:3]=12.[Li]CCCC.C([O:27][B:28](OC(C)C)[O:29]C(C)C)(C)C.Cl.OP([O-])([O-])=O.[K+].[K+]. (4) Given the product [C:1]([C:5]1[CH:6]=[CH:7][C:8]2[O:13][C:16]([C:17]3[CH:22]=[CH:21][N:20]=[CH:19][CH:18]=3)=[CH:10][C:9]=2[CH:12]=1)([CH3:4])([CH3:3])[CH3:2], predict the reactants needed to synthesize it. The reactants are: [C:1]([C:5]1[CH:6]=[CH:7][C:8]([OH:13])=[C:9]([CH:12]=1)[CH:10]=O)([CH3:4])([CH3:3])[CH3:2].Cl.Cl[CH2:16][C:17]1[CH:22]=[CH:21][N:20]=[CH:19][CH:18]=1.C(=O)([O-])[O-].[K+].[K+].[I-].[K+].